Predict which catalyst facilitates the given reaction. From a dataset of Catalyst prediction with 721,799 reactions and 888 catalyst types from USPTO. (1) Reactant: [N:1]1[C:10]2[C:5](=[CH:6][C:7]([C:11]([OH:13])=O)=[CH:8][CH:9]=2)[CH:4]=[CH:3][CH:2]=1.C(N(CC)CC)C.O.ON1C2C=CC=CC=2N=N1.Cl.CN(C)CCCN=C=NCC.[NH2:44][CH2:45][CH2:46][CH2:47][CH2:48][OH:49]. Product: [OH:49][CH2:48][CH2:47][CH2:46][CH2:45][NH:44][C:11]([C:7]1[CH:6]=[C:5]2[C:10](=[CH:9][CH:8]=1)[N:1]=[CH:2][CH:3]=[CH:4]2)=[O:13]. The catalyst class is: 4. (2) Reactant: [NH2:1][C:2]1[CH:3]=[CH:4][C:5]([F:13])=[C:6]([CH2:8][C:9]([O:11][CH3:12])=[O:10])[CH:7]=1.[CH:14](OCC)(OCC)OCC.[N-:24]=[N+:25]=[N-:26].[Na+].O. Product: [F:13][C:5]1[CH:4]=[CH:3][C:2]([N:1]2[CH:14]=[N:26][N:25]=[N:24]2)=[CH:7][C:6]=1[CH2:8][C:9]([O:11][CH3:12])=[O:10]. The catalyst class is: 15. (3) Reactant: Cl.[CH3:2][O:3][C:4](=[O:14])[C@H:5]([CH2:7][C:8]1[CH:13]=[CH:12][CH:11]=[CH:10][CH:9]=1)[NH2:6].Cl.C(N=C=NCCCN(C)C)C.ON1C2N=CC=CC=2N=N1.N1C(C)=CC=CC=1C.[Br:45][C:46]1[N:47]([C:56]2[C:65]3[C:60](=[CH:61][CH:62]=[CH:63][CH:64]=3)[C:59]([CH:66]3[CH2:68][CH2:67]3)=[CH:58][CH:57]=2)[C:48]([S:51][CH2:52][C:53](O)=[O:54])=[N:49][N:50]=1. Product: [Br:45][C:46]1[N:47]([C:56]2[C:65]3[C:60](=[CH:61][CH:62]=[CH:63][CH:64]=3)[C:59]([CH:66]3[CH2:68][CH2:67]3)=[CH:58][CH:57]=2)[C:48]([S:51][CH2:52][C:53]([NH:6][CH:5]([CH2:7][C:8]2[CH:13]=[CH:12][CH:11]=[CH:10][CH:9]=2)[C:4]([O:3][CH3:2])=[O:14])=[O:54])=[N:49][N:50]=1. The catalyst class is: 4. (4) Reactant: [CH2:1]([N:3]1[C@@H:8]([CH3:9])[C:7](=[O:10])[NH:6][C:5]2[CH:11]=[C:12]([C:15](OC)=[O:16])[CH:13]=[N:14][C:4]1=2)[CH3:2].[H-].[Na+].[H-].[H-].[H-].[H-].[Li+].[Al+3]. Product: [CH2:1]([N:3]1[C@@H:8]([CH3:9])[C:7](=[O:10])[NH:6][C:5]2[CH:11]=[C:12]([CH2:15][OH:16])[CH:13]=[N:14][C:4]1=2)[CH3:2]. The catalyst class is: 1. (5) Reactant: [CH3:1][O:2][C:3](=[O:14])[C:4]1[CH:9]=[CH:8][CH:7]=[C:6]([CH:10]=[CH:11][O:12]C)[CH:5]=1.Cl. Product: [CH3:1][O:2][C:3](=[O:14])[C:4]1[CH:9]=[CH:8][CH:7]=[C:6]([CH2:10][CH:11]=[O:12])[CH:5]=1. The catalyst class is: 7.